From a dataset of Peptide-MHC class II binding affinity with 134,281 pairs from IEDB. Regression. Given a peptide amino acid sequence and an MHC pseudo amino acid sequence, predict their binding affinity value. This is MHC class II binding data. (1) The peptide sequence is AAATAGWTVYGAFAA. The MHC is HLA-DQA10501-DQB10301 with pseudo-sequence HLA-DQA10501-DQB10301. The binding affinity (normalized) is 0.789. (2) The peptide sequence is PAAAYATATPAAATA. The MHC is DRB1_1602 with pseudo-sequence DRB1_1602. The binding affinity (normalized) is 0.530. (3) The peptide sequence is LVVLSELPDFLAKKG. The MHC is HLA-DQA10201-DQB10402 with pseudo-sequence HLA-DQA10201-DQB10402. The binding affinity (normalized) is 0.174. (4) The binding affinity (normalized) is 0.767. The MHC is DRB1_0802 with pseudo-sequence DRB1_0802. The peptide sequence is AFKVAATAANAAPAD. (5) The peptide sequence is SPWSWPDLDLKPGAA. The MHC is HLA-DQA10201-DQB10303 with pseudo-sequence HLA-DQA10201-DQB10303. The binding affinity (normalized) is 0. (6) The binding affinity (normalized) is 0.0818. The peptide sequence is DDIKATYDKGILTVS. The MHC is HLA-DQA10102-DQB10602 with pseudo-sequence HLA-DQA10102-DQB10602. (7) The peptide sequence is INRQILDNAAKYVEH. The MHC is DRB1_0901 with pseudo-sequence DRB1_0901. The binding affinity (normalized) is 0.212. (8) The peptide sequence is MYLGTCKTLTPLMSS. The MHC is HLA-DPA10201-DPB10101 with pseudo-sequence HLA-DPA10201-DPB10101. The binding affinity (normalized) is 0.563. (9) The peptide sequence is SGVAATESAYLAYRN. The MHC is HLA-DPA10103-DPB10301 with pseudo-sequence HLA-DPA10103-DPB10301. The binding affinity (normalized) is 0.318. (10) The peptide sequence is LKAEAQMSIQLINKA. The MHC is DRB4_0101 with pseudo-sequence DRB4_0103. The binding affinity (normalized) is 0.975.